Task: Predict the reaction yield, written as a fraction of the theoretical maximum amount of product (1.0 means a 100% yield; for example, 0.34 means a 34% yield).. Dataset: Reaction yield outcomes from USPTO patents with 853,638 reactions (1) The reactants are C([O:5][C:6]([C:8]1[C:9]([CH3:48])=[C:10]2[C:14](=[CH:15][CH:16]=1)[CH:13]([N:17]([CH2:40][C:41]([O:43]C(C)(C)C)=[O:42])[CH2:18][C:19]1[N:24]3[N:25]=[CH:26][CH:27]=[C:23]3[N:22]=[C:21]([C:28](=[O:39])[NH:29][CH2:30][C:31]3[CH:36]=[CH:35][C:34]([F:37])=[C:33]([F:38])[CH:32]=3)[CH:20]=1)[CH2:12][CH2:11]2)=[O:7])(C)(C)C.FC(F)(F)C(O)=O.O. The catalyst is C(Cl)Cl. The product is [C:41]([CH2:40][N:17]([CH2:18][C:19]1[N:24]2[N:25]=[CH:26][CH:27]=[C:23]2[N:22]=[C:21]([C:28](=[O:39])[NH:29][CH2:30][C:31]2[CH:36]=[CH:35][C:34]([F:37])=[C:33]([F:38])[CH:32]=2)[CH:20]=1)[CH:13]1[C:14]2[C:10](=[C:9]([CH3:48])[C:8]([C:6]([OH:7])=[O:5])=[CH:16][CH:15]=2)[CH2:11][CH2:12]1)([OH:43])=[O:42]. The yield is 0.540. (2) The yield is 0.820. The reactants are [NH2:1][C:2]1[CH:3]=[N:4][C:5]2[C:10]([C:11]=1[NH:12][CH2:13][C:14]1[CH:19]=[CH:18][CH:17]=[CH:16][CH:15]=1)=[CH:9][CH:8]=[CH:7][CH:6]=2.[C:20](O)(=O)[CH2:21][OH:22].[OH-].[NH4+]. The catalyst is Cl. The product is [C:14]1([CH2:13][N:12]2[C:11]3[C:10]4[CH:9]=[CH:8][CH:7]=[CH:6][C:5]=4[N:4]=[CH:3][C:2]=3[N:1]=[C:20]2[CH2:21][OH:22])[CH:19]=[CH:18][CH:17]=[CH:16][CH:15]=1. (3) The product is [CH3:9][O:8][C:5]1[N:6]=[CH:7][C:2]([CH:15]([OH:17])[CH3:16])=[CH:3][CH:4]=1. The yield is 0.910. The reactants are Br[C:2]1[CH:3]=[CH:4][C:5]([O:8][CH3:9])=[N:6][CH:7]=1.[Li]CCCC.[CH:15](=[O:17])[CH3:16]. The catalyst is CCOCC. (4) The reactants are [N:1]([CH:4]([C:6]1[N:7]=[C:8]2[S:23][CH:22]=[C:21]([CH3:24])[N:9]2[C:10](=[O:20])[C:11]=1[C:12]1[CH:17]=[C:16]([F:18])[CH:15]=[C:14]([F:19])[CH:13]=1)[CH3:5])=[N+]=[N-].CP(C)C.CCOC(C)=O. The catalyst is O1CCCC1.O. The product is [NH2:1][CH:4]([C:6]1[N:7]=[C:8]2[S:23][CH:22]=[C:21]([CH3:24])[N:9]2[C:10](=[O:20])[C:11]=1[C:12]1[CH:17]=[C:16]([F:18])[CH:15]=[C:14]([F:19])[CH:13]=1)[CH3:5]. The yield is 0.966. (5) The reactants are C[O:2][C:3]1[CH:8]=[C:7]([NH2:9])[CH:6]=[CH:5][N:4]=1.[Cl:10][C:11]1[C:19]([Cl:20])=[CH:18][C:14]([C:15](O)=[O:16])=[C:13]([F:21])[CH:12]=1.CN(C(ON1N=NC2C=CC=NC1=2)=[N+](C)C)C.F[P-](F)(F)(F)(F)F.CN1CCOCC1.Br. The catalyst is CN(C=O)C.O. The product is [Cl:10][C:11]1[C:19]([Cl:20])=[CH:18][C:14]([C:15]([NH:9][C:7]2[CH:6]=[CH:5][NH:4][C:3](=[O:2])[CH:8]=2)=[O:16])=[C:13]([F:21])[CH:12]=1. The yield is 0.610. (6) The reactants are Cl[C:2]1[N:7]=[C:6]([NH:8][C:9]2[CH:10]=[CH:11][C:12]([C@H:20]3[CH2:25][CH2:24][C@H:23]([OH:26])[CH2:22][CH2:21]3)=[C:13]3[C:17]=2[C:16](=[O:18])[N:15]([CH3:19])[CH2:14]3)[C:5]([C:27]([F:30])([F:29])[F:28])=[CH:4][N:3]=1.[CH2:31]([O:33][P:34]([CH2:39][C:40]1[CH:41]=[N:42][C:43]([NH2:48])=[C:44]([O:46][CH3:47])[CH:45]=1)(=[O:38])[O:35][CH2:36][CH3:37])[CH3:32].CC1(C)C2C(=C(P(C3C=CC=CC=3)C3C=CC=CC=3)C=CC=2)OC2C(P(C3C=CC=CC=3)C3C=CC=CC=3)=CC=CC1=2.C([O-])([O-])=O.[Cs+].[Cs+]. The catalyst is O1CCOCC1.CC([O-])=O.CC([O-])=O.[Pd+2]. The product is [CH2:31]([O:33][P:34]([CH2:39][C:40]1[CH:41]=[N:42][C:43]([NH:48][C:2]2[N:7]=[C:6]([NH:8][C:9]3[CH:10]=[CH:11][C:12]([C@H:20]4[CH2:25][CH2:24][C@H:23]([OH:26])[CH2:22][CH2:21]4)=[C:13]4[C:17]=3[C:16](=[O:18])[N:15]([CH3:19])[CH2:14]4)[C:5]([C:27]([F:30])([F:29])[F:28])=[CH:4][N:3]=2)=[C:44]([O:46][CH3:47])[CH:45]=1)(=[O:38])[O:35][CH2:36][CH3:37])[CH3:32]. The yield is 0.0100.